Dataset: Reaction yield outcomes from USPTO patents with 853,638 reactions. Task: Predict the reaction yield, written as a fraction of the theoretical maximum amount of product (1.0 means a 100% yield; for example, 0.34 means a 34% yield). (1) The reactants are C([O:3][C:4]([C:6]1[CH:7]=[N:8][N:9]([CH2:15][CH:16]2[CH2:18][CH2:17]2)[C:10]=1[C:11]([F:14])([F:13])[F:12])=[O:5])C.[Li+].[OH-]. The catalyst is CO.O. The product is [CH:16]1([CH2:15][N:9]2[C:10]([C:11]([F:12])([F:13])[F:14])=[C:6]([C:4]([OH:5])=[O:3])[CH:7]=[N:8]2)[CH2:18][CH2:17]1. The yield is 0.930. (2) The reactants are OC(C(F)(F)F)=O.[CH3:8][N:9]1[CH:13]([C:14]([OH:16])=O)[CH2:12][N:11]([C:17]2[N:22]=[CH:21][CH:20]=[CH:19][N:18]=2)[C:10]1=[O:23].O.ON1C2C=CC=CC=2N=N1.Cl.C(N=C=NCCCN(C)C)C.C(N1CCOCC1)C.[Cl:55][C:56]1[CH:61]=[C:60]([Cl:62])[CH:59]=[CH:58][C:57]=1[CH2:63][NH2:64]. The catalyst is ClCCl. The product is [Cl:55][C:56]1[CH:61]=[C:60]([Cl:62])[CH:59]=[CH:58][C:57]=1[CH2:63][NH:64][C:14]([CH:13]1[CH2:12][N:11]([C:17]2[N:22]=[CH:21][CH:20]=[CH:19][N:18]=2)[C:10](=[O:23])[N:9]1[CH3:8])=[O:16]. The yield is 0.105. (3) The reactants are [F:1][C:2]1[CH:7]=[CH:6][C:5]([C:8]2[N:17]=[C:16]([O:18][CH:19]3[CH2:37][CH:36]4[N:21]([C:22](=[O:57])[N:23](CC5C=CC(OC)=CC=5)[CH2:24][CH2:25][CH2:26][CH2:27][CH2:28][CH:29]=[CH:30][CH:31]5[C:33]([C:39]([NH:41][S:42]([CH:45]6[CH2:47][CH2:46]6)(=[O:44])=[O:43])=[O:40])([NH:34][C:35]4=[O:38])[CH2:32]5)[CH2:20]3)[C:15]3[C:10](=[C:11]([CH3:60])[C:12]([O:58][CH3:59])=[CH:13][CH:14]=3)[N:9]=2)=[CH:4][CH:3]=1. The catalyst is ClCCl.FC(F)(F)C(O)=O. The product is [F:1][C:2]1[CH:3]=[CH:4][C:5]([C:8]2[N:17]=[C:16]([O:18][CH:19]3[CH2:37][CH:36]4[N:21]([C:22](=[O:57])[NH:23][CH2:24][CH2:25][CH2:26][CH2:27][CH2:28][CH:29]=[CH:30][CH:31]5[C:33]([C:39]([NH:41][S:42]([CH:45]6[CH2:47][CH2:46]6)(=[O:44])=[O:43])=[O:40])([NH:34][C:35]4=[O:38])[CH2:32]5)[CH2:20]3)[C:15]3[C:10](=[C:11]([CH3:60])[C:12]([O:58][CH3:59])=[CH:13][CH:14]=3)[N:9]=2)=[CH:6][CH:7]=1. The yield is 0.380. (4) The reactants are [CH3:1][N:2]1[C:10]([CH3:11])=[C:9]2[C:4]([CH:5]=[C:6]([NH:12][C:13]3[N:18]=[C:17]([N:19]([CH3:37])[CH:20]4[CH2:36][CH2:35][C:23]5([CH2:27][N:26](C(OC(C)(C)C)=O)[CH2:25][CH2:24]5)[CH2:22][CH2:21]4)[CH:16]=[CH:15][N:14]=3)[CH:7]=[CH:8]2)=[N:3]1.Cl.CCOC(C)=O. The catalyst is C(Cl)Cl. The product is [CH3:1][N:2]1[C:10]([CH3:11])=[C:9]2[C:4]([CH:5]=[C:6]([NH:12][C:13]3[N:18]=[C:17]([N:19]([CH3:37])[CH:20]4[CH2:36][CH2:35][C:23]5([CH2:27][NH:26][CH2:25][CH2:24]5)[CH2:22][CH2:21]4)[CH:16]=[CH:15][N:14]=3)[CH:7]=[CH:8]2)=[N:3]1. The yield is 0.569.